This data is from Forward reaction prediction with 1.9M reactions from USPTO patents (1976-2016). The task is: Predict the product of the given reaction. (1) Given the reactants C([O:5][C:6](=O)[NH:7][C:8]1[S:9][C:10]2[C:16]([C:17]3[CH:22]=[CH:21][CH:20]=[CH:19][CH:18]=3)=[CH:15][CH:14]=[C:13]([O:23][CH3:24])[C:11]=2[N:12]=1)(C)(C)C.[CH3:26][NH:27][CH2:28][C:29]1[CH:30]=[N:31][C:32]([CH3:35])=[CH:33][CH:34]=1.[ClH:36].CCO, predict the reaction product. The product is: [ClH:36].[CH3:24][O:23][C:13]1[C:11]2[N:12]=[C:8]([NH:7][C:6](=[O:5])[N:27]([CH3:26])[CH2:28][C:29]3[CH:30]=[N:31][C:32]([CH3:35])=[CH:33][CH:34]=3)[S:9][C:10]=2[C:16]([C:17]2[CH:18]=[CH:19][CH:20]=[CH:21][CH:22]=2)=[CH:15][CH:14]=1. (2) Given the reactants [F:1][C:2]([F:24])([F:23])[C:3]1[CH:8]=[CH:7][C:6]([C:9]2[N:14]=[CH:13][N:12]=[C:11]([O:15][C:16]3[CH:21]=[CH:20][CH:19]=[CH:18][C:17]=3[NH2:22])[CH:10]=2)=[CH:5][CH:4]=1.[C:25](Cl)(=[O:29])[CH2:26][CH2:27][CH3:28].CCN(CC)CC.O, predict the reaction product. The product is: [F:24][C:2]([F:1])([F:23])[C:3]1[CH:4]=[CH:5][C:6]([C:9]2[N:14]=[CH:13][N:12]=[C:11]([O:15][C:16]3[CH:21]=[CH:20][CH:19]=[CH:18][C:17]=3[NH:22][C:25](=[O:29])[CH2:26][CH2:27][CH3:28])[CH:10]=2)=[CH:7][CH:8]=1.